Dataset: Full USPTO retrosynthesis dataset with 1.9M reactions from patents (1976-2016). Task: Predict the reactants needed to synthesize the given product. (1) Given the product [CH3:34][O:35][C:36]([C:37]1[N:30]=[N:29][N:28]([C:17]2[CH:16]=[C:15]([CH:31]([CH3:33])[CH3:32])[C:14]([O:13][CH2:6][C:7]3[CH:8]=[CH:9][CH:10]=[CH:11][CH:12]=3)=[CH:19][C:18]=2[O:20][CH2:21][C:22]2[CH:23]=[CH:24][CH:25]=[CH:26][CH:27]=2)[C:38]=1[C:39]1[CH:40]=[CH:41][C:42]([C:45]([CH3:53])([CH3:52])[O:46][SiH2:47][C:48]([CH3:51])([CH3:50])[CH3:49])=[CH:43][CH:44]=1)=[O:54], predict the reactants needed to synthesize it. The reactants are: CN(C=O)C.[CH2:6]([O:13][C:14]1[CH:19]=[C:18]([O:20][CH2:21][C:22]2[CH:27]=[CH:26][CH:25]=[CH:24][CH:23]=2)[C:17]([N:28]=[N+:29]=[N-:30])=[CH:16][C:15]=1[CH:31]([CH3:33])[CH3:32])[C:7]1[CH:12]=[CH:11][CH:10]=[CH:9][CH:8]=1.[CH3:34][O:35][C:36](=[O:54])[C:37]#[C:38][C:39]1[CH:44]=[CH:43][C:42]([C:45]([CH3:53])([CH3:52])[O:46][SiH2:47][C:48]([CH3:51])([CH3:50])[CH3:49])=[CH:41][CH:40]=1.CCOC(C)=O. (2) Given the product [CH3:15][O:16][CH:10]([O:19][CH3:18])[CH2:9][C:4]1[S:3][C:2]([CH3:1])=[N:6][C:5]=1[C:7]#[N:8], predict the reactants needed to synthesize it. The reactants are: [CH3:1][C:2]1[S:3][C:4]([C:9]#[C:10][Si](C)(C)C)=[C:5]([C:7]#[N:8])[N:6]=1.[CH3:15][O-:16].[Na+].[CH3:18][OH:19]. (3) Given the product [OH:32][C@@:25]1([C:23]#[C:24][C:2]2[CH:3]=[CH:4][C:5]3[O:11][CH2:10][CH2:9][N:8]4[C:12]([C:18]([F:21])([F:20])[F:19])=[C:13]([C:15]([NH2:17])=[O:16])[N:14]=[C:7]4[C:6]=3[CH:22]=2)[CH2:29][CH2:28][N:27]([CH3:30])[C:26]1=[O:31], predict the reactants needed to synthesize it. The reactants are: Br[C:2]1[CH:3]=[CH:4][C:5]2[O:11][CH2:10][CH2:9][N:8]3[C:12]([C:18]([F:21])([F:20])[F:19])=[C:13]([C:15]([NH2:17])=[O:16])[N:14]=[C:7]3[C:6]=2[CH:22]=1.[C:23]([C@:25]1([OH:32])[CH2:29][CH2:28][N:27]([CH3:30])[C:26]1=[O:31])#[CH:24]. (4) Given the product [CH3:1][O:2][C:3](=[O:21])[CH2:4][CH2:5][C:6]1[CH:11]=[CH:10][C:9]([O:12][C:13]2[CH:18]=[CH:17][CH:16]=[C:15]([O:19][C:28]3[CH:27]=[CH:26][C:25]([C:30]([F:33])([F:32])[F:31])=[CH:24][C:23]=3[Br:22])[CH:14]=2)=[CH:8][C:7]=1[CH3:20], predict the reactants needed to synthesize it. The reactants are: [CH3:1][O:2][C:3](=[O:21])[CH2:4][CH2:5][C:6]1[CH:11]=[CH:10][C:9]([O:12][C:13]2[CH:18]=[CH:17][CH:16]=[C:15]([OH:19])[CH:14]=2)=[CH:8][C:7]=1[CH3:20].[Br:22][C:23]1[CH:24]=[C:25]([C:30]([F:33])([F:32])[F:31])[CH:26]=[CH:27][C:28]=1F.C(=O)([O-])[O-].[K+].[K+].Cl.